Dataset: Full USPTO retrosynthesis dataset with 1.9M reactions from patents (1976-2016). Task: Predict the reactants needed to synthesize the given product. (1) The reactants are: Cl[C:2]1[C:11]2[C:6](=[CH:7][N:8]=[CH:9][CH:10]=2)[CH:5]=[C:4]([C:12]2[CH:17]=[CH:16][N:15]=[C:14]([Cl:18])[CH:13]=2)[N:3]=1.C(N(CC)CC)C.[C:26]([O:30][C:31]([N:33]1[CH2:38][CH2:37][NH:36][CH2:35][CH2:34]1)=[O:32])([CH3:29])([CH3:28])[CH3:27]. Given the product [C:26]([O:30][C:31]([N:33]1[CH2:38][CH2:37][N:36]([C:2]2[C:11]3[C:6](=[CH:7][N:8]=[CH:9][CH:10]=3)[CH:5]=[C:4]([C:12]3[CH:17]=[CH:16][N:15]=[C:14]([Cl:18])[CH:13]=3)[N:3]=2)[CH2:35][CH2:34]1)=[O:32])([CH3:29])([CH3:27])[CH3:28], predict the reactants needed to synthesize it. (2) Given the product [CH3:13][O:14][CH2:15][C:16]1[N:17]=[C:18]([CH3:44])[N:19]([CH2:38][C:39]2[S:40][CH:41]=[CH:42][CH:43]=2)[C:20](=[O:37])[C:21]=1[CH2:22][C:23]1[CH:24]=[CH:25][C:26]([C:29]2[CH:34]=[CH:33][CH:32]=[CH:31][C:30]=2[C:35]2[NH:3][C:4](=[O:7])[O:5][N:36]=2)=[CH:27][CH:28]=1, predict the reactants needed to synthesize it. The reactants are: [Cl-].O[NH3+:3].[C:4](=[O:7])([O-])[OH:5].[Na+].CS(C)=O.[CH3:13][O:14][CH2:15][C:16]1[N:17]=[C:18]([CH3:44])[N:19]([CH2:38][C:39]2[S:40][CH:41]=[CH:42][CH:43]=2)[C:20](=[O:37])[C:21]=1[CH2:22][C:23]1[CH:28]=[CH:27][C:26]([C:29]2[C:30]([C:35]#[N:36])=[CH:31][CH:32]=[CH:33][CH:34]=2)=[CH:25][CH:24]=1.